From a dataset of CYP2C9 inhibition data for predicting drug metabolism from PubChem BioAssay. Regression/Classification. Given a drug SMILES string, predict its absorption, distribution, metabolism, or excretion properties. Task type varies by dataset: regression for continuous measurements (e.g., permeability, clearance, half-life) or binary classification for categorical outcomes (e.g., BBB penetration, CYP inhibition). Dataset: cyp2c9_veith. (1) The compound is CCN1C(=O)[C@@H]2[C@@H](CC[C@@H]3C(=O)C=C[C@@H](O)[C@H]32)C1=O. The result is 0 (non-inhibitor). (2) The compound is COC(=O)C/C=C\[C@@H](C)[C@@H](/C=N\OC[C@@H](O)[C@H]1O[C@H]2OC(C)(C)O[C@H]2[C@@H]1O)OC. The result is 0 (non-inhibitor).